This data is from CYP2C9 inhibition data for predicting drug metabolism from PubChem BioAssay. The task is: Regression/Classification. Given a drug SMILES string, predict its absorption, distribution, metabolism, or excretion properties. Task type varies by dataset: regression for continuous measurements (e.g., permeability, clearance, half-life) or binary classification for categorical outcomes (e.g., BBB penetration, CYP inhibition). Dataset: cyp2c9_veith. (1) The result is 0 (non-inhibitor). The drug is COc1ccccc1-c1cncnc1N1CCN(C)CC1. (2) The drug is Cc1ccc(NC(=O)CCC(=O)NNS(=O)(=O)c2ccccc2)c(C)c1. The result is 0 (non-inhibitor). (3) The compound is C[C@@]12CCC(=O)C=C1C=C[C@@H]1[C@@H]2CC[C@]2(C)[C@@H]1CC[C@]2(O)CCC(=O)[O-].[K+]. The result is 0 (non-inhibitor). (4) The drug is O=C(Cn1ccc2ccccc2c1=O)N1CCN(c2cccc(Cl)c2)CC1. The result is 0 (non-inhibitor).